Task: Predict the product of the given reaction.. Dataset: Forward reaction prediction with 1.9M reactions from USPTO patents (1976-2016) (1) Given the reactants [C:1]([O:5][C:6](=[O:20])[CH2:7][O:8][C:9]1[CH:14]=[CH:13][C:12]([S:15][CH2:16][C:17]#[CH:18])=[CH:11][C:10]=1[CH3:19])([CH3:4])([CH3:3])[CH3:2].I[C:22]1[CH:27]=[CH:26][CH:25]=[CH:24][C:23]=1[C:28]([F:31])([F:30])[F:29], predict the reaction product. The product is: [C:1]([O:5][C:6](=[O:20])[CH2:7][O:8][C:9]1[CH:14]=[CH:13][C:12]([S:15][CH2:16][C:17]#[C:18][C:22]2[CH:27]=[CH:26][CH:25]=[CH:24][C:23]=2[C:28]([F:31])([F:30])[F:29])=[CH:11][C:10]=1[CH3:19])([CH3:4])([CH3:3])[CH3:2]. (2) Given the reactants Br[C:2]1[C:10]2[N:9]3[CH2:11][CH2:12][CH2:13][NH:14][C:15](=[O:16])[C:8]3=[C:7]([CH3:17])[C:6]=2[CH:5]=[C:4]([C:18]#[N:19])[CH:3]=1.[NH:20]1[CH2:25][CH2:24][O:23][CH2:22][CH2:21]1, predict the reaction product. The product is: [CH3:17][C:7]1[C:6]2[CH:5]=[C:4]([C:18]#[N:19])[CH:3]=[C:2]([N:20]3[CH2:25][CH2:24][O:23][CH2:22][CH2:21]3)[C:10]=2[N:9]2[CH2:11][CH2:12][CH2:13][NH:14][C:15](=[O:16])[C:8]=12. (3) Given the reactants Cl([O-])=O.[Na+].[Cl:5][C:6]1[CH:7]=[C:8]([C@@H:12]2[C@@H:17]([C:18]3[CH:23]=[CH:22][C:21]([Cl:24])=[CH:20][CH:19]=3)[N:16]([C@@H:25]([CH:34]3[CH2:36][CH2:35]3)[CH2:26][NH:27][S:28]([CH:31]3[CH2:33][CH2:32]3)(=[O:30])=[O:29])[C:15](=[O:37])[C@@:14]([CH2:41][CH3:42])([CH2:38][CH:39]=[O:40])[CH2:13]2)[CH:9]=[CH:10][CH:11]=1.C([OH:47])(C)(C)C.C1COCC1, predict the reaction product. The product is: [Cl:5][C:6]1[CH:7]=[C:8]([C@@H:12]2[C@@H:17]([C:18]3[CH:19]=[CH:20][C:21]([Cl:24])=[CH:22][CH:23]=3)[N:16]([C@@H:25]([CH:34]3[CH2:36][CH2:35]3)[CH2:26][NH:27][S:28]([CH:31]3[CH2:32][CH2:33]3)(=[O:30])=[O:29])[C:15](=[O:37])[C@:14]([CH2:38][C:39]([OH:47])=[O:40])([CH2:41][CH3:42])[CH2:13]2)[CH:9]=[CH:10][CH:11]=1. (4) Given the reactants [CH:1]1([C:6]2[N:14]([CH2:15][O:16][CH3:17])[C:13]3[C:12]4=[N:18][CH:19]([CH2:21]OS(C)(=O)=O)[CH2:20][N:11]4[C:10](=[O:27])[N:9]([CH2:28][CH2:29][CH3:30])[C:8]=3[N:7]=2)[CH2:5][CH2:4][CH2:3][CH2:2]1.[K].[C:32]1(=[O:42])[NH:36][C:35](=[O:37])[C:34]2=[CH:38][CH:39]=[CH:40][CH:41]=[C:33]12, predict the reaction product. The product is: [CH:1]1([C:6]2[N:14]([CH2:15][O:16][CH3:17])[C:13]3[C:12]4=[N:18][CH:19]([CH2:21][N:36]5[C:32](=[O:42])[C:33]6[C:34](=[CH:38][CH:39]=[CH:40][CH:41]=6)[C:35]5=[O:37])[CH2:20][N:11]4[C:10](=[O:27])[N:9]([CH2:28][CH2:29][CH3:30])[C:8]=3[N:7]=2)[CH2:2][CH2:3][CH2:4][CH2:5]1. (5) Given the reactants Br[C:2]1[C:10]2[N:9]3[CH2:11][CH2:12][NH:13][C:14](=[O:15])[C:8]3=[C:7]([CH3:16])[C:6]=2[CH:5]=[C:4]([F:17])[CH:3]=1.[F:18][C:19]([F:30])([F:29])[C:20]1[CH:25]=[CH:24][C:23](B(O)O)=[CH:22][CH:21]=1, predict the reaction product. The product is: [F:17][C:4]1[CH:3]=[C:2]([C:23]2[CH:24]=[CH:25][C:20]([C:19]([F:30])([F:29])[F:18])=[CH:21][CH:22]=2)[C:10]2[N:9]3[CH2:11][CH2:12][NH:13][C:14](=[O:15])[C:8]3=[C:7]([CH3:16])[C:6]=2[CH:5]=1.